Dataset: Reaction yield outcomes from USPTO patents with 853,638 reactions. Task: Predict the reaction yield, written as a fraction of the theoretical maximum amount of product (1.0 means a 100% yield; for example, 0.34 means a 34% yield). (1) The reactants are [Cl:1][C:2]1[CH:3]=[C:4]([C:9]2[N:14]=[C:13]([CH3:15])[N:12]=[C:11]([NH2:16])[N:10]=2)[C:5](F)=[N:6][CH:7]=1.[NH2:17][C:18]1[CH:19]=[C:20]([NH:25][S:26]([N:29]([CH3:31])[CH3:30])(=[O:28])=[O:27])[C:21]([Cl:24])=[N:22][CH:23]=1.C[Si]([N-][Si](C)(C)C)(C)C.[Li+]. The catalyst is O1CCCC1.[NH4+].[Cl-]. The product is [NH2:16][C:11]1[N:12]=[C:13]([CH3:15])[N:14]=[C:9]([C:4]2[C:5]([NH:17][C:18]3[CH:19]=[C:20]([NH:25][S:26]([N:29]([CH3:31])[CH3:30])(=[O:27])=[O:28])[C:21]([Cl:24])=[N:22][CH:23]=3)=[N:6][CH:7]=[C:2]([Cl:1])[CH:3]=2)[N:10]=1. The yield is 0.685. (2) The reactants are [CH2:1]([O:3][C:4](=[O:22])[C:5]([CH2:20]C)([N:7]1[C:12]2[CH:13]=[C:14]([OH:18])[C:15]([F:17])=[CH:16][C:11]=2[O:10][CH2:9][C:8]1=[O:19])C)[CH3:2].[CH:23]([N:36]1[CH2:39][C:38](OS(C)(=O)=O)([CH3:40])[CH2:37]1)([C:30]1[CH:35]=[CH:34][CH:33]=[CH:32][CH:31]=1)[C:24]1[CH:29]=[CH:28][CH:27]=[CH:26][CH:25]=1.C([O-])([O-])=O.[Cs+].[Cs+].O. The catalyst is CN(C=O)C. The product is [CH2:1]([O:3][C:4](=[O:22])[CH:5]([N:7]1[C:12]2[CH:13]=[C:14]([O:18][C:38]3([CH3:40])[CH2:39][N:36]([CH:23]([C:24]4[CH:29]=[CH:28][CH:27]=[CH:26][CH:25]=4)[C:30]4[CH:35]=[CH:34][CH:33]=[CH:32][CH:31]=4)[CH2:37]3)[C:15]([F:17])=[CH:16][C:11]=2[O:10][CH2:9][C:8]1=[O:19])[CH3:20])[CH3:2]. The yield is 0.760. (3) The reactants are [CH2:1]([NH2:8])[C:2]1[CH:7]=[CH:6][CH:5]=[CH:4][CH:3]=1.C(N(C(C)C)CC)(C)C.Br[CH2:19][CH2:20][CH:21]1[O:25][CH2:24][CH2:23][O:22]1. The catalyst is C(#N)C.C(OCC)(=O)C. The product is [CH2:1]([NH:8][CH2:19][CH2:20][CH:21]1[O:25][CH2:24][CH2:23][O:22]1)[C:2]1[CH:7]=[CH:6][CH:5]=[CH:4][CH:3]=1. The yield is 0.400. (4) The reactants are Cl[C:2]1[C:7]([C:8]#[N:9])=[C:6](Cl)[N:5]=[C:4]([NH:11][CH:12]2[CH2:14][CH2:13]2)[N:3]=1.[Cl:15][C:16]1[CH:17]=[C:18]([CH:20]=[CH:21][C:22]=1[Cl:23])[NH2:19].C(N(C(C)C)CC)(C)C.[SH:33][CH2:34][C:35]([NH2:37])=[O:36]. The catalyst is C1COCC1. The product is [Cl:15][C:16]1[CH:17]=[C:18]([NH:19][C:6]2[N:5]=[C:4]([NH:11][CH:12]3[CH2:14][CH2:13]3)[N:3]=[C:2]([S:33][CH2:34][C:35]([NH2:37])=[O:36])[C:7]=2[C:8]#[N:9])[CH:20]=[CH:21][C:22]=1[Cl:23]. The yield is 0.638. (5) The reactants are C([BH3-])#N.[Na+].[CH3:5][N:6]1[C:18]2[CH2:17][CH2:16][C@@H:15]([NH2:19])[CH2:14][C:13]=2[C:12]2[C:7]1=[CH:8][CH:9]=[C:10]([S:20]([C:23]1[CH:28]=[CH:27][CH:26]=[CH:25][CH:24]=1)(=[O:22])=[O:21])[CH:11]=2.[OH-].[Na+]. The catalyst is CO.C(O)(C(F)(F)F)=O.O. The product is [CH3:5][N:6]1[CH:18]2[CH:13]([CH2:14][C@H:15]([NH2:19])[CH2:16][CH2:17]2)[C:12]2[C:7]1=[CH:8][CH:9]=[C:10]([S:20]([C:23]1[CH:28]=[CH:27][CH:26]=[CH:25][CH:24]=1)(=[O:22])=[O:21])[CH:11]=2. The yield is 0.190. (6) The reactants are [Cl:1][C:2]1[N:10]=[C:9]2[C:5]([N:6]=[CH:7][N:8]2[CH2:11][CH2:12][C:13]([CH3:16])([OH:15])[CH3:14])=[C:4]([N:17]2[CH2:22][CH2:21][O:20][CH2:19][CH2:18]2)[N:3]=1.CN(C)CCN(C)C.C([Li])CCC.CCCCCC.ClCC[I:45]. The catalyst is C1COCC1. The product is [Cl:1][C:2]1[N:10]=[C:9]2[C:5]([N:6]=[C:7]([I:45])[N:8]2[CH2:11][CH2:12][C:13]([CH3:16])([OH:15])[CH3:14])=[C:4]([N:17]2[CH2:22][CH2:21][O:20][CH2:19][CH2:18]2)[N:3]=1. The yield is 0.780.